From a dataset of Forward reaction prediction with 1.9M reactions from USPTO patents (1976-2016). Predict the product of the given reaction. (1) Given the reactants [F-].C([N+](CCCC)(CCCC)CCCC)CCC.[Si]([O:26][C@@H:27]([CH2:37][O:38][CH3:39])[C:28]([NH:30][C:31]1[S:35][N:34]=[C:33]([CH3:36])[N:32]=1)=[O:29])(C(C)(C)C)(C)C, predict the reaction product. The product is: [OH:26][C@@H:27]([CH2:37][O:38][CH3:39])[C:28]([NH:30][C:31]1[S:35][N:34]=[C:33]([CH3:36])[N:32]=1)=[O:29]. (2) Given the reactants [NH:1]1[CH2:6][CH2:5][O:4][CH2:3][CH2:2]1.[CH2:7]([C@@H:9]1[O:11][CH2:10]1)Cl.[K].C(O)(C)(C)C, predict the reaction product. The product is: [O:11]1[CH2:10][C@H:9]1[CH2:7][N:1]1[CH2:6][CH2:5][O:4][CH2:3][CH2:2]1. (3) Given the reactants [C:1]([O:4][C@H:5]([CH3:20])[CH2:6][N:7]1[CH2:12][CH2:11][C:10]2[O:13][CH:14]=[C:15]([C:16]([OH:18])=O)[C:9]=2[C:8]1=[O:19])(=[O:3])[CH3:2].C(N(CC)CC)C.ClC(OCC)=O.[NH2:34][C:35]1[CH:36]=[CH:37][C:38]([N:44]2[CH2:49][CH2:48][N:47]([C:50](=[O:52])[CH3:51])[CH2:46][CH2:45]2)=[N:39][C:40]=1[O:41][CH2:42][CH3:43], predict the reaction product. The product is: [C:1]([O:4][C@H:5]([CH3:20])[CH2:6][N:7]1[CH2:12][CH2:11][C:10]2[O:13][CH:14]=[C:15]([C:16](=[O:18])[NH:34][C:35]3[C:40]([O:41][CH2:42][CH3:43])=[N:39][C:38]([N:44]4[CH2:49][CH2:48][N:47]([C:50](=[O:52])[CH3:51])[CH2:46][CH2:45]4)=[CH:37][CH:36]=3)[C:9]=2[C:8]1=[O:19])(=[O:3])[CH3:2]. (4) Given the reactants Cl[C:2]1[C:3]([NH2:9])=[N:4][CH:5]=[N:6][C:7]=1Cl.[NH2:10][CH2:11][CH2:12][NH:13][C:14](=[O:20])OC(C)(C)C.[O:21]([C:28]1[CH:33]=[CH:32][C:31](B(O)O)=[CH:30][CH:29]=1)[C:22]1[CH:27]=[CH:26][CH:25]=[CH:24][CH:23]=1.[C:37](Cl)(=O)[CH:38]=C, predict the reaction product. The product is: [NH2:9][C:3]1[N:4]=[CH:5][N:6]=[C:7]([NH:10][CH2:11][CH2:12][NH:13][C:14](=[O:20])[CH:37]=[CH2:38])[C:2]=1[C:25]1[CH:26]=[CH:27][C:22]([O:21][C:28]2[CH:33]=[CH:32][CH:31]=[CH:30][CH:29]=2)=[CH:23][CH:24]=1.